Dataset: hERG potassium channel inhibition data for cardiac toxicity prediction from Karim et al.. Task: Regression/Classification. Given a drug SMILES string, predict its toxicity properties. Task type varies by dataset: regression for continuous values (e.g., LD50, hERG inhibition percentage) or binary classification for toxic/non-toxic outcomes (e.g., AMES mutagenicity, cardiotoxicity, hepatotoxicity). Dataset: herg_karim. (1) The molecule is Fc1ccc(-c2[nH]c3cc(F)ccc3c2C2CCCNC2)cc1. The result is 1 (blocker). (2) The result is 1 (blocker). The molecule is O=S(=O)(c1ccccc1)C1CC2(c3ccccc3)NC1CCC2OCc1cc(C(F)(F)F)cc(C(F)(F)F)c1. (3) The result is 0 (non-blocker). The drug is CCOc1cc2ncc(C(N)=O)c(Nc3cc(C)ccc3F)c2cc1N1CCN(C)CC1. (4) The drug is CC1(c2cccc(-c3cncnc3)c2)N=C(N)c2c(F)cccc2O1. The result is 1 (blocker). (5) The compound is CC(C(=O)NC1(c2ccccc2)CCC(N2CCC3(CCOC3=O)CC2)CC1)c1cc(C(F)(F)F)cc(C(F)(F)F)c1. The result is 1 (blocker).